From a dataset of Catalyst prediction with 721,799 reactions and 888 catalyst types from USPTO. Predict which catalyst facilitates the given reaction. (1) The catalyst class is: 3. Product: [Br:1][C:2]1[C:3]([C:9]([F:10])([F:12])[F:11])=[N:4][N:5]([CH2:20][C:21]([NH:23][C@H:24]([C:34]2[C:39]([C:40]3[CH:41]=[CH:42][C:43]([F:49])=[C:44]([CH:48]=3)[C:45]([NH2:47])=[O:46])=[CH:38][CH:37]=[CH:36][N:35]=2)[CH2:25][C:26]2[CH:31]=[C:30]([F:32])[CH:29]=[C:28]([F:33])[CH:27]=2)=[O:22])[C:6]=1[CH2:7][CH3:8]. Reactant: [Br:1][C:2]1[C:3]([C:9]([F:12])([F:11])[F:10])=[N:4][NH:5][C:6]=1[CH2:7][CH3:8].CC(C)([O-])C.[K+].Cl[CH2:20][C:21]([NH:23][C@H:24]([C:34]1[C:39]([C:40]2[CH:41]=[CH:42][C:43]([F:49])=[C:44]([CH:48]=2)[C:45]([NH2:47])=[O:46])=[CH:38][CH:37]=[CH:36][N:35]=1)[CH2:25][C:26]1[CH:31]=[C:30]([F:32])[CH:29]=[C:28]([F:33])[CH:27]=1)=[O:22].C(OCC)(=O)C. (2) Reactant: N#N.[Br:3][C:4]1[CH:5]=[C:6]([C:9](=[O:11])[CH3:10])[S:7][CH:8]=1.COC([O:17][CH3:18])OC.[C:19]([O-])(O)=O.[Na+]. Product: [Br:3][C:4]1[CH:5]=[C:6]([C:9]2([CH3:10])[O:17][CH2:18][CH2:19][O:11]2)[S:7][CH:8]=1. The catalyst class is: 196. (3) Reactant: [H-].[Na+].[CH3:3][C:4]([C:6]1[CH:11]=[CH:10][C:9]([C:12]([F:15])([F:14])[F:13])=[CH:8][CH:7]=1)=O.[CH:16](OCC)=O.O.[NH2:22][NH2:23]. Product: [F:13][C:12]([F:15])([F:14])[C:9]1[CH:10]=[CH:11][C:6]([C:4]2[CH:3]=[CH:16][NH:23][N:22]=2)=[CH:7][CH:8]=1. The catalyst class is: 632. (4) Reactant: CCN=C=NCCCN(C)C.[NH:12]([C:19]1[O:20][C:21]([C:24]([OH:26])=O)=[CH:22][N:23]=1)[C:13]1[CH:18]=[CH:17][CH:16]=[CH:15][CH:14]=1.C1C=CC2N(O)N=NC=2C=1.[NH2:37][C:38]1[CH:43]=[CH:42][C:41]([CH:44]2[CH2:49][CH2:48][CH:47]([CH2:50][C:51]([O:53][CH2:54][CH3:55])=[O:52])[CH2:46][CH2:45]2)=[CH:40][CH:39]=1.CCN(C(C)C)C(C)C. Product: [NH:12]([C:19]1[O:20][C:21]([C:24]([NH:37][C:38]2[CH:39]=[CH:40][C:41]([CH:44]3[CH2:45][CH2:46][CH:47]([CH2:50][C:51]([O:53][CH2:54][CH3:55])=[O:52])[CH2:48][CH2:49]3)=[CH:42][CH:43]=2)=[O:26])=[CH:22][N:23]=1)[C:13]1[CH:14]=[CH:15][CH:16]=[CH:17][CH:18]=1. The catalyst class is: 18.